Dataset: Reaction yield outcomes from USPTO patents with 853,638 reactions. Task: Predict the reaction yield, written as a fraction of the theoretical maximum amount of product (1.0 means a 100% yield; for example, 0.34 means a 34% yield). (1) The reactants are [CH3:1][O:2][CH2:3][O:4][C:5]1[C:6]([C:18]2[CH:23]=[CH:22][CH:21]=[CH:20][CH:19]=2)=[C:7]([CH2:15][CH2:16][OH:17])[CH:8]=[C:9]([O:11][CH2:12][O:13][CH3:14])[CH:10]=1.[H-].[Na+].[CH3:26]I.O. The catalyst is CN(C)C=O. The product is [CH3:1][O:2][CH2:3][O:4][C:5]1[C:6]([C:18]2[CH:19]=[CH:20][CH:21]=[CH:22][CH:23]=2)=[C:7]([CH2:15][CH2:16][O:17][CH3:26])[CH:8]=[C:9]([O:11][CH2:12][O:13][CH3:14])[CH:10]=1. The yield is 0.910. (2) The reactants are [CH3:1][C:2]1([CH3:14])[CH:11]=[CH:10][C:9]2[C:8]([C:12]#N)=[CH:7][CH:6]=[CH:5][C:4]=2[O:3]1.CC(C[AlH]CC(C)C)C.C1C[O:27]CC1.Cl. The catalyst is CCCCCCC.CC(OC)(C)C. The product is [CH3:1][C:2]1([CH3:14])[CH:11]=[CH:10][C:9]2[C:8]([CH:12]=[O:27])=[CH:7][CH:6]=[CH:5][C:4]=2[O:3]1. The yield is 0.300. (3) The reactants are [NH2:1][C:2]1[CH:7]=[CH:6][C:5]([C:8]2([C:11]#[N:12])[CH2:10][CH2:9]2)=[CH:4][CH:3]=1.C1C(=O)N([Br:20])C(=O)C1. The catalyst is CC#N.CCOC(C)=O. The product is [NH2:1][C:2]1[CH:3]=[CH:4][C:5]([C:8]2([C:11]#[N:12])[CH2:9][CH2:10]2)=[CH:6][C:7]=1[Br:20]. The yield is 0.800. (4) The reactants are [OH:1][N:2]=[C:3]([NH2:5])[CH3:4].C(N(CC)CC)C.[Cl:13][C:14]1[CH:19]=[CH:18][N:17]=[C:16]2[CH:20]=[C:21]([C:23](Cl)=[O:24])[S:22][C:15]=12. The catalyst is C(Cl)(Cl)Cl. The product is [Cl:13][C:14]1[CH:19]=[CH:18][N:17]=[C:16]2[CH:20]=[C:21]([C:23]([O:1]/[N:2]=[C:3](\[NH2:5])/[CH3:4])=[O:24])[S:22][C:15]=12. The yield is 0.460. (5) The reactants are Cl[C:2]1[C:3]2[CH:10]=[CH:9][NH:8][C:4]=2[N:5]=[CH:6][N:7]=1.C(N(CC)CC)C.[CH3:18][C:19]([O:22][C:23]([NH:25][CH:26]1[CH2:31][CH2:30][NH:29][CH2:28][CH2:27]1)=[O:24])([CH3:21])[CH3:20]. The catalyst is C(O)C. The product is [C:19]([O:22][C:23](=[O:24])[NH:25][CH:26]1[CH2:31][CH2:30][N:29]([C:2]2[C:3]3[CH:10]=[CH:9][NH:8][C:4]=3[N:5]=[CH:6][N:7]=2)[CH2:28][CH2:27]1)([CH3:21])([CH3:18])[CH3:20]. The yield is 0.360. (6) The reactants are [C:1]([O:5][C:6]([N:8]1[CH2:12][C@@H:11]([S:13]C(=O)C)[CH2:10][C@@H:9]1[CH2:17][O:18][CH2:19][C:20]1[CH:25]=[C:24]([F:26])[C:23]([F:27])=[CH:22][C:21]=1[F:28])=[O:7])([CH3:4])([CH3:3])[CH3:2]. The catalyst is CCO.[Li+].[OH-]. The product is [C:1]([O:5][C:6]([N:8]1[CH2:12][C@H:11]([SH:13])[CH2:10][C@H:9]1[CH2:17][O:18][CH2:19][C:20]1[CH:25]=[C:24]([F:26])[C:23]([F:27])=[CH:22][C:21]=1[F:28])=[O:7])([CH3:4])([CH3:2])[CH3:3]. The yield is 0.970.